From a dataset of Reaction yield outcomes from USPTO patents with 853,638 reactions. Predict the reaction yield, written as a fraction of the theoretical maximum amount of product (1.0 means a 100% yield; for example, 0.34 means a 34% yield). (1) The reactants are C([NH:4][C:5]1[CH:10]=[CH:9][C:8]([CH:11]([O:15][CH2:16][CH3:17])[C:12]([OH:14])=[O:13])=[CH:7][CH:6]=1)(=O)C. The catalyst is O.NN. The product is [CH2:16]([O:15][CH:11]([C:8]1[CH:7]=[CH:6][C:5]([NH2:4])=[CH:10][CH:9]=1)[C:12]([OH:14])=[O:13])[CH3:17]. The yield is 0.370. (2) The reactants are [F:1][C:2]1[CH:24]=[CH:23][C:5]([O:6][C:7]2[CH:8]=[C:9]3[C:13](=[CH:14][C:15]=2[C:16]([NH2:18])=[O:17])[N:12]([CH2:19][CH:20]([CH3:22])[CH3:21])[N:11]=[CH:10]3)=[CH:4][CH:3]=1.C(N1C=CN=C1)(N1C=CN=C1)=O.[CH3:37][N:38]1[CH2:43][CH2:42]N[CH2:40][CH2:39]1. The catalyst is C1COCC1. The product is [F:1][C:2]1[CH:24]=[CH:23][C:5]([O:6][C:7]2[CH:8]=[C:9]3[C:13](=[CH:14][C:15]=2[C:16]([N:18]2[CH2:42][CH2:43][N:38]([CH3:37])[CH2:39][CH2:40]2)=[O:17])[N:12]([CH2:19][CH:20]([CH3:22])[CH3:21])[N:11]=[CH:10]3)=[CH:4][CH:3]=1. The yield is 0.950. (3) The reactants are [Br:1][C:2]1[CH:9]=[CH:8][C:7]([Cl:10])=[CH:6][C:3]=1[CH2:4]Br.BrC1C=CC(Cl)=CC=1C.BrN1C(=O)CCC1=O.[CH:28]1([N:34]2[C:38]3[CH:39]=[CH:40][C:41]([C:43]([O:45][CH2:46][CH3:47])=[O:44])=[CH:42][C:37]=3[N:36]=[C:35]2[C:48]2[CH:53]=[CH:52][C:51]([OH:54])=[CH:50][CH:49]=2)[CH2:33][CH2:32][CH2:31][CH2:30][CH2:29]1.C(=O)([O-])[O-].[K+].[K+]. The catalyst is CN(C)C=O.O.C(OCC)(=O)C. The product is [Br:1][C:2]1[CH:9]=[CH:8][C:7]([Cl:10])=[CH:6][C:3]=1[CH2:4][O:54][C:51]1[CH:52]=[CH:53][C:48]([C:35]2[N:34]([CH:28]3[CH2:33][CH2:32][CH2:31][CH2:30][CH2:29]3)[C:38]3[CH:39]=[CH:40][C:41]([C:43]([O:45][CH2:46][CH3:47])=[O:44])=[CH:42][C:37]=3[N:36]=2)=[CH:49][CH:50]=1. The yield is 0.640. (4) The reactants are [C:1]([O:5][C:6]([CH:8]1[CH2:12][CH2:11][CH2:10][N:9]1[C:13](=[O:27])[CH:14]([NH:16][C:17]([O:19]CC1C=CC=CC=1)=O)[CH3:15])=[O:7])([CH3:4])([CH3:3])[CH3:2].C([C:31]1[C:39]([Cl:40])=[CH:38][C:34](C(O)=O)=[C:33]([O:41][CH3:42])[CH:32]=1)(=O)C.C(OC(C1CCC[N:58]1[C:59](=[O:68])[CH:60]([NH:58][C:59](=[O:68])[C:60]1C=CC(N)=C(Cl)C=1)C)=O)(C)(C)C. The catalyst is CO.[Pd]. The product is [C:1]([O:5][C:6]([CH:8]1[CH2:12][CH2:11][CH2:10][N:9]1[C:13](=[O:27])[CH:14]([NH:16][C:17](=[O:19])[C:34]1[CH:38]=[C:39]([Cl:40])[C:31]([NH:58][C:59](=[O:68])[CH3:60])=[CH:32][C:33]=1[O:41][CH3:42])[CH3:15])=[O:7])([CH3:2])([CH3:3])[CH3:4]. The yield is 0.520. (5) The reactants are [Cl:1][CH2:2][CH2:3][N:4]=[C:5]=[O:6].[CH2:7]([NH2:10])[CH:8]=[CH2:9]. The catalyst is C1COCC1. The product is [CH2:7]([NH:10][C:5]([NH:4][CH2:3][CH2:2][Cl:1])=[O:6])[CH:8]=[CH2:9]. The yield is 0.490. (6) The reactants are [Si]([O:8][CH:9]([CH2:33][CH2:34][CH2:35][CH2:36][CH2:37][CH2:38][CH3:39])[CH:10]1[O:30][C:29]([CH3:32])([CH3:31])[O:28][CH:11]1[C:12]([OH:27])([C:23]([O:25][CH3:26])=[O:24])/[C:13](/[C:19]([O:21][CH3:22])=[O:20])=[CH:14]/[C:15]([O:17][CH3:18])=[O:16])(C(C)(C)C)(C)C.CCOC(C)=O. The catalyst is CO. The product is [CH3:32][C:29]1([CH3:31])[O:30][CH:10]([C:9](=[O:8])[CH2:33][CH2:34][CH2:35][CH2:36][CH2:37][CH2:38][CH3:39])[CH:11]([C:12]([OH:27])([C:23]([O:25][CH3:26])=[O:24])/[C:13](/[C:19]([O:21][CH3:22])=[O:20])=[CH:14]/[C:15]([O:17][CH3:18])=[O:16])[O:28]1. The yield is 0.630. (7) The reactants are C([O:4][CH2:5][C:6]([NH:13][C:14]1[NH:18][CH:17]=[N:16][C:15]=1[CH:19]1[CH2:23][CH2:22][CH2:21][CH2:20]1)=[N:7][C:8](OCC)=[O:9])(=O)C.C(=O)([O-])[O-].[K+].[K+]. The catalyst is C(O)C. The product is [CH:19]1([C:15]2[N:16]=[CH:17][N:18]3[C:8](=[O:9])[N:7]=[C:6]([CH2:5][OH:4])[NH:13][C:14]=23)[CH2:23][CH2:22][CH2:21][CH2:20]1. The yield is 0.510. (8) The reactants are [CH:1]1([C:6]([OH:23])([C:17]#[C:18][Si](C)(C)C)[CH2:7][C:8]2[O:13][C:12]([CH3:15])([CH3:14])[O:11][C:10](=[O:16])[CH:9]=2)[CH2:5][CH2:4][CH2:3][CH2:2]1.[F-]. The catalyst is CO. The product is [CH:1]1([C:6]([OH:23])([C:17]#[CH:18])[CH2:7][C:8]2[O:13][C:12]([CH3:15])([CH3:14])[O:11][C:10](=[O:16])[CH:9]=2)[CH2:5][CH2:4][CH2:3][CH2:2]1. The yield is 0.540. (9) The reactants are C(OC(=O)[NH:7][CH:8]([CH3:19])[C:9]([N:11]1[CH2:16][CH2:15][S:14](=[O:18])(=[O:17])[CH2:13][CH2:12]1)=[O:10])(C)(C)C.FC(F)(F)C(O)=O. The catalyst is C(Cl)Cl. The product is [NH2:7][CH:8]([CH3:19])[C:9]([N:11]1[CH2:16][CH2:15][S:14](=[O:18])(=[O:17])[CH2:13][CH2:12]1)=[O:10]. The yield is 1.00.